Task: Predict the reactants needed to synthesize the given product.. Dataset: Full USPTO retrosynthesis dataset with 1.9M reactions from patents (1976-2016) (1) Given the product [CH3:35][C@H:36]1[CH2:40][CH2:39][CH2:38][N:37]1[CH2:2][CH2:3][CH2:4][O:5][C:6]1[CH:11]=[CH:10][C:9]([N:12]2[CH2:17][CH2:16][N:15]([C:18]([O:20][C:21]([CH3:24])([CH3:23])[CH3:22])=[O:19])[CH2:14][C:13]2=[O:25])=[CH:8][CH:7]=1, predict the reactants needed to synthesize it. The reactants are: Cl[CH2:2][CH2:3][CH2:4][O:5][C:6]1[CH:11]=[CH:10][C:9]([N:12]2[CH2:17][CH2:16][N:15]([C:18]([O:20][C:21]([CH3:24])([CH3:23])[CH3:22])=[O:19])[CH2:14][C:13]2=[O:25])=[CH:8][CH:7]=1.C(=O)([O-])[O-].[K+].[K+].[I-].[K+].Cl.[CH3:35][C@H:36]1[CH2:40][CH2:39][CH2:38][NH:37]1. (2) The reactants are: C([O:5][C:6](=[O:18])[CH2:7][N:8]1[CH2:17][C:16]2[N:15]=[CH:14][CH:13]=[CH:12][C:11]=2[CH2:10][CH2:9]1)(C)(C)C.[ClH:19]. Given the product [ClH:19].[N:15]1[C:16]2[CH2:17][N:8]([CH2:7][C:6]([OH:18])=[O:5])[CH2:9][CH2:10][C:11]=2[CH:12]=[CH:13][CH:14]=1.[ClH:19], predict the reactants needed to synthesize it.